This data is from Catalyst prediction with 721,799 reactions and 888 catalyst types from USPTO. The task is: Predict which catalyst facilitates the given reaction. (1) Reactant: [CH3:1][C:2]([C:4]1[CH:9]=[CH:8][C:7]([C:10]#[N:11])=[CH:6][CH:5]=1)=[O:3].[CH2:12](O)[CH2:13][OH:14].[B]. Product: [CH3:1][C:2]1([C:4]2[CH:9]=[CH:8][C:7]([C:10]#[N:11])=[CH:6][CH:5]=2)[O:14][CH2:13][CH2:12][O:3]1. The catalyst class is: 133. (2) Reactant: [CH3:1][C:2]1[S:3][CH:4]=[C:5]([C:7]2[CH:15]=[CH:14][C:10]([C:11]([OH:13])=O)=[CH:9][CH:8]=2)[N:6]=1.Cl.[F:17][C:18]([F:23])([F:22])[CH2:19][CH2:20][NH2:21].CN(C(ON1N=NC2C=CC=CC1=2)=[N+](C)C)C.F[P-](F)(F)(F)(F)F.C1C=CC2N(O)N=NC=2C=1.CCN(C(C)C)C(C)C. Product: [CH3:1][C:2]1[S:3][CH:4]=[C:5]([C:7]2[CH:8]=[CH:9][C:10]([C:11]([NH:21][CH2:20][CH2:19][C:18]([F:23])([F:22])[F:17])=[O:13])=[CH:14][CH:15]=2)[N:6]=1. The catalyst class is: 3. (3) Reactant: [C:1]([O:5][C:6](=[O:43])[C:7]1[CH:12]=[C:11]([O:13][CH2:14][CH2:15][CH2:16][CH2:17][CH2:18][CH2:19][C:20]2[CH:25]=[CH:24][CH:23]=[C:22]([O:26][CH2:27][CH2:28][CH2:29][C:30]([O:32][CH2:33][CH3:34])=[O:31])[C:21]=2[CH2:35][CH2:36][C:37]([O:39][CH2:40][CH3:41])=[O:38])[CH:10]=[C:9](Br)[CH:8]=1)([CH3:4])([CH3:3])[CH3:2].C(=O)([O-])[O-].[Na+].[Na+].[CH3:50][C:51]1[C:52](B(O)O)=[CH:53][S:54][CH:55]=1. Product: [C:1]([O:5][C:6](=[O:43])[C:7]1[CH:8]=[C:9]([C:52]2[C:51]([CH3:50])=[CH:55][S:54][CH:53]=2)[CH:10]=[C:11]([O:13][CH2:14][CH2:15][CH2:16][CH2:17][CH2:18][CH2:19][C:20]2[CH:25]=[CH:24][CH:23]=[C:22]([O:26][CH2:27][CH2:28][CH2:29][C:30]([O:32][CH2:33][CH3:34])=[O:31])[C:21]=2[CH2:35][CH2:36][C:37]([O:39][CH2:40][CH3:41])=[O:38])[CH:12]=1)([CH3:4])([CH3:3])[CH3:2]. The catalyst class is: 104.